From a dataset of Forward reaction prediction with 1.9M reactions from USPTO patents (1976-2016). Predict the product of the given reaction. (1) Given the reactants [C:1]([O:10][CH2:3][CH3:4])(=[O:10])[CH2:2][CH2:3][C:4]([O:6][CH2:1][CH3:2])=[O:6].[NH:13]([CH2:17][CH2:18][OH:19])[CH2:14][CH2:15][OH:16], predict the reaction product. The product is: [OH:16][CH2:15][CH2:14][N:13]([CH2:17][CH2:18][OH:19])[C:4](=[O:6])[CH2:3][CH2:2][C:1]([N:13]([CH2:17][CH2:18][OH:19])[CH2:14][CH2:15][OH:16])=[O:10]. (2) Given the reactants [Cl:1][C:2]1[CH:3]=[C:4]([CH:22]=[CH:23][CH:24]=1)[CH2:5][C:6]1[CH:10]=[C:9]([CH:11]2[O:15][CH2:14][CH2:13][O:12]2)[S:8][C:7]=1[C:16](=[O:21])[CH2:17][CH2:18][CH2:19][OH:20].[BH4-].[Na+], predict the reaction product. The product is: [Cl:1][C:2]1[CH:3]=[C:4]([CH:22]=[CH:23][CH:24]=1)[CH2:5][C:6]1[CH:10]=[C:9]([CH:11]2[O:15][CH2:14][CH2:13][O:12]2)[S:8][C:7]=1[CH:16]([OH:21])[CH2:17][CH2:18][CH2:19][OH:20]. (3) The product is: [CH3:1][O:2][C:3]1[CH:4]=[C:5]([C:11]2[N:25]=[C:23]([N:22]([CH3:26])[CH3:21])[S:24][C:12]=2[C:13]2[CH:18]=[CH:17][N:16]=[C:15]([Cl:19])[N:14]=2)[CH:6]=[C:7]([O:9][CH3:10])[CH:8]=1.[CH3:21][N:22]([CH3:26])[C:23]([NH2:25])=[S:24]. Given the reactants [CH3:1][O:2][C:3]1[CH:4]=[C:5]([C:11](=O)[CH2:12][C:13]2[CH:18]=[CH:17][N:16]=[C:15]([Cl:19])[N:14]=2)[CH:6]=[C:7]([O:9][CH3:10])[CH:8]=1.[CH3:21][N:22]([CH3:26])[C:23]([NH2:25])=[S:24], predict the reaction product. (4) Given the reactants [CH3:1][C:2]([CH3:9])([CH3:8])/[CH:3]=[CH:4]/[C:5]([OH:7])=O.[Li]C.Cl.[CH3:13]COCC, predict the reaction product. The product is: [CH3:8][C:2]([CH3:1])([CH3:9])/[CH:3]=[CH:4]/[C:5](=[O:7])[CH3:13]. (5) The product is: [N:21]1[CH:26]=[CH:25][C:24]([C:2]2[CH:20]=[CH:19][C:5]([C:6]([NH:8][C:9]3[CH:18]=[C:17]4[C:12]([CH:13]=[CH:14][CH:15]=[N:16]4)=[CH:11][CH:10]=3)=[O:7])=[CH:4][CH:3]=2)=[CH:23][CH:22]=1. Given the reactants Br[C:2]1[CH:20]=[CH:19][C:5]([C:6]([NH:8][C:9]2[CH:18]=[C:17]3[C:12]([CH:13]=[CH:14][CH:15]=[N:16]3)=[CH:11][CH:10]=2)=[O:7])=[CH:4][CH:3]=1.[N:21]1[CH:26]=[CH:25][C:24](B(O)O)=[CH:23][CH:22]=1, predict the reaction product. (6) Given the reactants C([N:8]1[CH2:13][CH2:12][N:11]([C:14]2[C:15](=[O:23])[N:16]([CH3:22])[C:17](=[O:21])[N:18]([CH3:20])[CH:19]=2)[CH2:10][CH2:9]1)C1C=CC=CC=1.C(O)=O, predict the reaction product. The product is: [CH3:20][N:18]1[CH:19]=[C:14]([N:11]2[CH2:12][CH2:13][NH:8][CH2:9][CH2:10]2)[C:15](=[O:23])[N:16]([CH3:22])[C:17]1=[O:21].